Regression. Given a peptide amino acid sequence and an MHC pseudo amino acid sequence, predict their binding affinity value. This is MHC class II binding data. From a dataset of Peptide-MHC class II binding affinity with 134,281 pairs from IEDB. (1) The peptide sequence is GRLIQNSITIERMVL. The MHC is DRB1_1302 with pseudo-sequence DRB1_1302. The binding affinity (normalized) is 0.453. (2) The peptide sequence is KKLTIAYLVGSNMTQRV. The MHC is DRB3_0301 with pseudo-sequence DRB3_0301. The binding affinity (normalized) is 0.936. (3) The peptide sequence is KEQLQLLMPLKAPKE. The MHC is DRB1_0101 with pseudo-sequence DRB1_0101. The binding affinity (normalized) is 0.756.